Dataset: Full USPTO retrosynthesis dataset with 1.9M reactions from patents (1976-2016). Task: Predict the reactants needed to synthesize the given product. Given the product [Cl:8][C:6]1[CH:5]=[CH:4][C:3]([C:9]([N:11]2[CH2:16][CH2:15][N:14]([C:17]3[C:22]([CH3:23])=[CH:21][C:20]([CH3:24])=[CH:19][N:18]=3)[CH2:13][CH2:12]2)=[O:10])=[C:2]([N:27]2[C@H:26]([CH3:25])[CH2:30][CH2:29][S:28]2(=[O:32])=[O:31])[CH:7]=1, predict the reactants needed to synthesize it. The reactants are: Br[C:2]1[CH:7]=[C:6]([Cl:8])[CH:5]=[CH:4][C:3]=1[C:9]([N:11]1[CH2:16][CH2:15][N:14]([C:17]2[C:22]([CH3:23])=[CH:21][C:20]([CH3:24])=[CH:19][N:18]=2)[CH2:13][CH2:12]1)=[O:10].[CH3:25][CH:26]1[CH2:30][CH2:29][S:28](=[O:32])(=[O:31])[NH:27]1.